Dataset: Full USPTO retrosynthesis dataset with 1.9M reactions from patents (1976-2016). Task: Predict the reactants needed to synthesize the given product. (1) Given the product [C:24]([Si:19]1([C:28]([CH3:31])([CH3:30])[CH3:29])[O:18][CH:17]2[C:16]([OH:33])([CH3:32])[CH:15]([N:13]3[CH:12]=[C:11]4[C:2]([NH:1][C:35]([O:36][CH2:37][O:38][C:39](=[O:43])[CH:40]([CH3:42])[CH3:41])=[O:44])=[CH:3][C:4]5[C:5](=[O:34])[NH:6][N:7]=[CH:8][C:9]([C:10]=54)=[N:14]3)[O:23][CH:22]2[CH2:21][O:20]1)([CH3:26])([CH3:25])[CH3:27], predict the reactants needed to synthesize it. The reactants are: [NH2:1][C:2]1[C:11]2=[CH:12][N:13]([CH:15]3[O:23][CH:22]4[CH:17]([O:18][Si:19]([C:28]([CH3:31])([CH3:30])[CH3:29])([C:24]([CH3:27])([CH3:26])[CH3:25])[O:20][CH2:21]4)[C:16]3([OH:33])[CH3:32])[N:14]=[C:9]3[C:10]2=[C:4]([C:5](=[O:34])[NH:6][N:7]=[CH:8]3)[CH:3]=1.[C:35](Cl)(=[O:44])[O:36][CH2:37][O:38][C:39](=[O:43])[CH:40]([CH3:42])[CH3:41]. (2) Given the product [F:23][C:22]([F:24])([F:25])[C:21]([C:27]([F:28])([F:29])[F:30])([OH:26])[C:20]#[C:19][CH2:18][C@:17]([C@@H:11]1[C@:12]2([CH3:16])[C@H:8]([C@@H:7]([OH:6])[CH2:15][CH2:14][CH2:13]2)[CH2:9][CH2:10]1)([CH3:42])[CH2:31][CH2:32][CH2:33][C:34]([CH3:41])([OH:36])[CH3:35], predict the reactants needed to synthesize it. The reactants are: C([Si](C)(C)[O:6][C@H:7]1[CH2:15][CH2:14][CH2:13][C@@:12]2([CH3:16])[C@H:8]1[CH2:9][CH2:10][C@@H:11]2[C@@:17]([CH3:42])([CH2:31][CH2:32][CH2:33][C:34]([CH3:41])([O:36][Si](C)(C)C)[CH3:35])[CH2:18][C:19]#[C:20][C:21]([C:27]([F:30])([F:29])[F:28])([OH:26])[C:22]([F:25])([F:24])[F:23])(C)(C)C.[F-].C([N+](CCCC)(CCCC)CCCC)CCC.C(OCC)(=O)C. (3) Given the product [CH3:29][O:28][N:27]([CH3:26])[C:22]([C@@H:19]1[CH2:18][CH2:17][C@H:16]([NH:15][C:13](=[O:14])[O:12][CH2:5][C:6]2[CH:7]=[CH:8][CH:9]=[CH:10][CH:11]=2)[CH2:21][CH2:20]1)=[O:24], predict the reactants needed to synthesize it. The reactants are: C(Cl)CCl.[CH2:5]([O:12][C:13]([NH:15][C@@H:16]1[CH2:21][CH2:20][C@H:19]([C:22]([OH:24])=O)[CH2:18][CH2:17]1)=[O:14])[C:6]1[CH:11]=[CH:10][CH:9]=[CH:8][CH:7]=1.Cl.[CH3:26][NH:27][O:28][CH3:29].C(N(CC)CC)C. (4) Given the product [CH:7]1([C:12]2[N:6]=[C:16]([OH:15])[C:18]3[CH2:22][CH2:21][CH2:20][C:19]=3[N:13]=2)[CH2:11][CH2:10][CH2:9][CH2:8]1, predict the reactants needed to synthesize it. The reactants are: C[Al](C)C.[Cl-].[NH4+:6].[CH:7]1([C:12]#[N:13])[CH2:11][CH2:10][CH2:9][CH2:8]1.C[O:15][C:16]([CH:18]1[CH2:22][CH2:21][CH2:20][C:19]1=O)=O.C([O-])([O-])=O.[K+].[K+].